Dataset: Full USPTO retrosynthesis dataset with 1.9M reactions from patents (1976-2016). Task: Predict the reactants needed to synthesize the given product. (1) Given the product [C:1]([C:5]1[CH:6]=[C:7]([CH:20]=[C:21]([C:23]([CH3:26])([CH3:25])[CH3:24])[CH:22]=1)[C:8]([NH:10][C:11]1([C:17]([Cl:30])=[O:18])[CH2:16][CH2:15][CH2:14][CH2:13][CH2:12]1)=[O:9])([CH3:4])([CH3:3])[CH3:2], predict the reactants needed to synthesize it. The reactants are: [C:1]([C:5]1[CH:6]=[C:7]([CH:20]=[C:21]([C:23]([CH3:26])([CH3:25])[CH3:24])[CH:22]=1)[C:8]([NH:10][C:11]1([C:17](O)=[O:18])[CH2:16][CH2:15][CH2:14][CH2:13][CH2:12]1)=[O:9])([CH3:4])([CH3:3])[CH3:2].C(Cl)(=O)C([Cl:30])=O.CN(C=O)C. (2) Given the product [OH:17][C:15]1[C:16]2[N:8]([C:5]3[CH:6]=[CH:7][C:2]([C:23]4[CH:24]=[CH:25][CH:26]=[CH:27][C:22]=4[OH:21])=[CH:3][CH:4]=3)[CH:9]=[CH:10][C:11]=2[NH:12][C:13](=[O:20])[C:14]=1[C:18]#[N:19], predict the reactants needed to synthesize it. The reactants are: Br[C:2]1[CH:7]=[CH:6][C:5]([N:8]2[C:16]3[C:15]([OH:17])=[C:14]([C:18]#[N:19])[C:13](=[O:20])[NH:12][C:11]=3[CH:10]=[CH:9]2)=[CH:4][CH:3]=1.[OH:21][C:22]1[CH:27]=[CH:26][CH:25]=[CH:24][C:23]=1B(O)O.C(=O)([O-])[O-].[Cs+].[Cs+].O1CCOCC1. (3) Given the product [Br:14][C:15]1[CH:16]=[CH:17][C:18]([F:23])=[C:19]([CH:20]=[C:5]2[C:4]([CH3:9])([CH3:8])[O:3][C:2]([CH3:10])([CH3:1])[C:6]2=[O:7])[CH:22]=1, predict the reactants needed to synthesize it. The reactants are: [CH3:1][C:2]1([CH3:10])[C:6](=[O:7])[CH2:5][C:4]([CH3:9])([CH3:8])[O:3]1.C[O-].[Na+].[Br:14][C:15]1[CH:16]=[CH:17][C:18]([F:23])=[C:19]([CH:22]=1)[CH:20]=O. (4) Given the product [Cl:39][C:40]1[C:41]([C:50]([F:52])([F:51])[F:53])=[N:42][N:43]([CH2:46][C:47]([N:36]2[CH2:35][CH2:34][N:33]([C:27]3[CH:28]=[CH:29][CH:30]=[C:31]([CH3:32])[C:26]=3[CH3:25])[CH2:38][CH2:37]2)=[O:48])[C:44]=1[CH3:45], predict the reactants needed to synthesize it. The reactants are: CN(C(ON1N=NC2C=CC=NC1=2)=[N+](C)C)C.F[P-](F)(F)(F)(F)F.[CH3:25][C:26]1[C:31]([CH3:32])=[CH:30][CH:29]=[CH:28][C:27]=1[N:33]1[CH2:38][CH2:37][NH:36][CH2:35][CH2:34]1.[Cl:39][C:40]1[C:41]([C:50]([F:53])([F:52])[F:51])=[N:42][N:43]([CH2:46][C:47](O)=[O:48])[C:44]=1[CH3:45]. (5) The reactants are: O=C1CCC(=O)N1[O:8][C:9](=O)[C:10]1[CH:15]=[CH:14][CH:13]=[CH:12][C:11]=1[C:16]1[C:17]2[C:22]([O:23][C:24]3[C:29]=1[CH:28]=[CH:27][C:26](=[O:30])[CH:25]=3)=[CH:21][C:20]([OH:31])=[CH:19][CH:18]=2.Cl.[CH3:34][NH:35][CH3:36].C(N(CC)CC)C.Cl. Given the product [OH:31][C:20]1[CH:21]=[C:22]2[C:17](=[CH:18][CH:19]=1)[C:16]([C:11]1[CH:12]=[CH:13][CH:14]=[CH:15][C:10]=1[C:9]([N:35]([CH3:36])[CH3:34])=[O:8])=[C:29]1[C:24](=[CH:25][C:26](=[O:30])[CH:27]=[CH:28]1)[O:23]2, predict the reactants needed to synthesize it. (6) The reactants are: OCC[N:4]1[C:12]2[C:7](=[CH:8][C:9]([O:13][CH3:14])=[CH:10][CH:11]=2)[CH:6]=[C:5]1[C:15]([OH:17])=[O:16].[CH3:18][CH2:19]O. Given the product [CH3:14][O:13][C:9]1[CH:8]=[C:7]2[C:12](=[CH:11][CH:10]=1)[NH:4][C:5]([C:15]([O:17][CH2:18][CH3:19])=[O:16])=[CH:6]2, predict the reactants needed to synthesize it.